This data is from Full USPTO retrosynthesis dataset with 1.9M reactions from patents (1976-2016). The task is: Predict the reactants needed to synthesize the given product. (1) Given the product [C:12]([C:6]1[CH:5]=[C:4]2[C:9]([CH:10]=[CH:11][C:2](=[O:1])[N:3]2[CH2:19][CH2:20][N:21]2[CH2:26][CH2:25][CH:24]([NH:27][C:28](=[O:29])[O:30][C:31]([CH3:33])([CH3:32])[CH3:34])[CH:23]([F:35])[CH2:22]2)=[CH:8][CH:7]=1)#[N:13], predict the reactants needed to synthesize it. The reactants are: [O:1]=[C:2]1[CH:11]=[CH:10][C:9]2[C:4](=[CH:5][C:6]([C:12]#[N:13])=[CH:7][CH:8]=2)[NH:3]1.CS(O[CH2:19][CH2:20][N:21]1[CH2:26][CH2:25][CH:24]([NH:27][C:28]([O:30][C:31]([CH3:34])([CH3:33])[CH3:32])=[O:29])[CH:23]([F:35])[CH2:22]1)(=O)=O.[H-].[Na+]. (2) Given the product [Cl:1][C:2]1[CH:7]=[CH:6][C:5]([C:8]2[N:9]=[C:10]3[CH:15]=[CH:14][CH:13]=[CH:12][N:11]3[C:16]=2[CH2:17][N:18]2[CH2:22][C:21]([N:23]3[CH2:31][CH2:28][N:26]([CH3:27])[CH2:25][CH2:24]3)=[CH:20][C:19]2=[O:29])=[CH:4][CH:3]=1, predict the reactants needed to synthesize it. The reactants are: [Cl:1][C:2]1[CH:7]=[CH:6][C:5]([C:8]2[N:9]=[C:10]3[CH:15]=[CH:14][CH:13]=[CH:12][N:11]3[C:16]=2[CH2:17][N:18]2[CH2:22][C:21]([NH:23][CH2:24][CH2:25][N:26]([CH3:28])[CH3:27])=[CH:20][C:19]2=[O:29])=[CH:4][CH:3]=1.Cl[C:31]1C=CC(C2N=C3C=CC=CN3C=2CN2CC(OC)=CC2=O)=CC=1.CN1CCNCC1.